This data is from Reaction yield outcomes from USPTO patents with 853,638 reactions. The task is: Predict the reaction yield, written as a fraction of the theoretical maximum amount of product (1.0 means a 100% yield; for example, 0.34 means a 34% yield). (1) The reactants are [O:1]=[C:2]([N:10]1[CH2:15][CH2:14][CH2:13][CH2:12][CH:11]1[C:16]([OH:18])=[O:17])[C:3](=[O:9])[C:4]([CH3:8])([CH3:7])[CH2:5][CH3:6].[C:19]1([CH2:25][CH2:26][CH2:27]O)[CH:24]=[CH:23][CH:22]=[CH:21][CH:20]=1.C1(N=C=NC2CCCCC2)CCCCC1.C12(CS(O)(=O)=O)C(C)(C)C(CC1)CC2=O. The catalyst is C(Cl)Cl. The product is [O:1]=[C:2]([N:10]1[CH2:15][CH2:14][CH2:13][CH2:12][CH:11]1[C:16]([O:18][CH2:27][CH2:26][CH2:25][C:19]1[CH:24]=[CH:23][CH:22]=[CH:21][CH:20]=1)=[O:17])[C:3](=[O:9])[C:4]([CH3:7])([CH3:8])[CH2:5][CH3:6]. The yield is 0.930. (2) The reactants are [F:1][C:2]1[CH:3]=[CH:4][C:5]([C:12]2[NH:16][N:15]=[CH:14][CH:13]=2)=[C:6]([CH:11]=1)[C:7]([O:9]C)=[O:8].[Li+].[OH-]. The catalyst is CCO. The product is [F:1][C:2]1[CH:3]=[CH:4][C:5]([C:12]2[NH:16][N:15]=[CH:14][CH:13]=2)=[C:6]([CH:11]=1)[C:7]([OH:9])=[O:8]. The yield is 0.440. (3) The reactants are [C:1]([NH:11][C@H:12]([C:15]([OH:17])=[O:16])[CH2:13][OH:14])([O:3][CH2:4][C:5]1[CH:10]=[CH:9][CH:8]=[CH:7][CH:6]=1)=[O:2].[CH3:18][Si](C=[N+]=[N-])(C)C.CCCCCC. The catalyst is C1C=CC=CC=1.CO. The product is [CH3:18][O:16][C:15](=[O:17])[C@H:12]([CH2:13][OH:14])[NH:11][C:1]([O:3][CH2:4][C:5]1[CH:10]=[CH:9][CH:8]=[CH:7][CH:6]=1)=[O:2]. The yield is 1.00.